Task: Predict the product of the given reaction.. Dataset: Forward reaction prediction with 1.9M reactions from USPTO patents (1976-2016) (1) Given the reactants [CH3:1][CH:2]1[CH2:7][CH2:6][CH2:5][CH2:4][N:3]1[C:8]1[C:9](OS(C(F)(F)F)(=O)=O)=[N:10][C:11]2[C:16]([N:17]=1)=[CH:15][C:14]([C:18]([O:20][CH3:21])=[O:19])=[CH:13][CH:12]=2.[F:30][C:31]1[CH:36]=[CH:35][C:34](B(O)O)=[CH:33][CH:32]=1.[O-]P([O-])([O-])=O.[K+].[K+].[K+].O, predict the reaction product. The product is: [F:30][C:31]1[CH:36]=[CH:35][C:34]([C:9]2[C:8]([N:3]3[CH2:4][CH2:5][CH2:6][CH2:7][CH:2]3[CH3:1])=[N:17][C:16]3[C:11](=[CH:12][CH:13]=[C:14]([C:18]([O:20][CH3:21])=[O:19])[CH:15]=3)[N:10]=2)=[CH:33][CH:32]=1. (2) Given the reactants [Cl:1][C:2]1[CH:7]=[C:6]([CH3:8])[CH:5]=[CH:4][C:3]=1[NH:9][C:10]([CH2:12][CH:13]([C:22]1[C:26]([CH:27]2[CH2:29][CH2:28]2)=[C:25]([CH:30]2[CH2:33][CH:32]([CH2:34][CH:35]([CH3:37])[CH3:36])[CH2:31]2)[O:24][N:23]=1)[CH2:14][C:15]([O:17]C(C)(C)C)=[O:16])=[O:11].O.Br.C([O-])(=O)C.[Na+], predict the reaction product. The product is: [Cl:1][C:2]1[CH:7]=[C:6]([CH3:8])[CH:5]=[CH:4][C:3]=1[NH:9][C:10]([CH2:12][CH:13]([C:22]1[C:26]([CH:27]2[CH2:28][CH2:29]2)=[C:25]([CH:30]2[CH2:31][CH:32]([CH2:34][CH:35]([CH3:37])[CH3:36])[CH2:33]2)[O:24][N:23]=1)[CH2:14][C:15]([OH:17])=[O:16])=[O:11]. (3) Given the reactants C([O:8][C:9]1[CH:14]=[CH:13][C:12]([CH2:15][C:16]([O:18][CH3:19])=[O:17])=[CH:11][C:10]=1[O:20][CH3:21])C1C=CC=CC=1, predict the reaction product. The product is: [OH:8][C:9]1[CH:14]=[CH:13][C:12]([CH2:15][C:16]([O:18][CH3:19])=[O:17])=[CH:11][C:10]=1[O:20][CH3:21]. (4) Given the reactants [CH:1]([N:4]1[C:8]([C:9]2[N:18]=[C:17]3[N:11]([CH2:12][CH2:13][O:14][C:15]4[CH:22]=[C:21]([CH2:23][OH:24])[CH:20]=[CH:19][C:16]=43)[CH:10]=2)=[N:7][CH:6]=[N:5]1)([CH3:3])[CH3:2].ClC(Cl)(Cl)[C:27]([N:29]=C=O)=[O:28].C(N(CC)CC)C, predict the reaction product. The product is: [C:27](=[O:28])([O:24][CH2:23][C:21]1[CH:20]=[CH:19][C:16]2[C:17]3[N:11]([CH:10]=[C:9]([C:8]4[N:4]([CH:1]([CH3:3])[CH3:2])[N:5]=[CH:6][N:7]=4)[N:18]=3)[CH2:12][CH2:13][O:14][C:15]=2[CH:22]=1)[NH2:29]. (5) Given the reactants [Cl:1][C:2]1[C:7]([C:8](O)=[O:9])=[C:6]([Cl:11])[N:5]=[C:4]([S:12][CH3:13])[N:3]=1.S(Cl)([Cl:16])=O, predict the reaction product. The product is: [Cl:1][C:2]1[C:7]([C:8]([Cl:16])=[O:9])=[C:6]([Cl:11])[N:5]=[C:4]([S:12][CH3:13])[N:3]=1. (6) Given the reactants Cl.[F:2][C:3]([F:17])([F:16])[C:4]1[CH:9]=[CH:8][CH:7]=[CH:6][C:5]=1[CH:10]1[CH2:15][CH2:14][NH:13][CH2:12][CH2:11]1.CCN(CC)CC.Cl[C:26](=[O:32])[CH2:27][C:28]([O:30][CH3:31])=[O:29], predict the reaction product. The product is: [O:32]=[C:26]([N:13]1[CH2:12][CH2:11][CH:10]([C:5]2[CH:6]=[CH:7][CH:8]=[CH:9][C:4]=2[C:3]([F:2])([F:16])[F:17])[CH2:15][CH2:14]1)[CH2:27][C:28]([O:30][CH3:31])=[O:29]. (7) Given the reactants [CH2:1]([O:8][C@H:9]1[C@H:14]([O:15][CH2:16][C:17]2[CH:22]=[CH:21][CH:20]=[CH:19][CH:18]=2)[C@@H:13]([CH2:23][O:24][CH2:25][C:26]2[CH:31]=[CH:30][CH:29]=[CH:28][CH:27]=2)[CH2:12][C@@H:11](O)[C@@H:10]1[NH:33][C:34]([N:36]1[CH2:40][CH2:39][CH2:38][CH2:37]1)=[S:35])[C:2]1[CH:7]=[CH:6][CH:5]=[CH:4][CH:3]=1.C1(P(C2C=CC=CC=2)C2C=CC=CC=2)C=CC=CC=1.CC(OC(/N=N/C(OC(C)C)=O)=O)C, predict the reaction product. The product is: [CH2:1]([O:8][C@@H:9]1[C@H:10]2[N:33]=[C:34]([N:36]3[CH2:40][CH2:39][CH2:38][CH2:37]3)[S:35][C@H:11]2[CH2:12][C@H:13]([CH2:23][O:24][CH2:25][C:26]2[CH:31]=[CH:30][CH:29]=[CH:28][CH:27]=2)[C@H:14]1[O:15][CH2:16][C:17]1[CH:22]=[CH:21][CH:20]=[CH:19][CH:18]=1)[C:2]1[CH:7]=[CH:6][CH:5]=[CH:4][CH:3]=1. (8) Given the reactants Cl[C:2]1[CH:11]=[CH:10][C:9]2[C:4](=[CH:5][CH:6]=[C:7]([C:12]([O:14][CH3:15])=[O:13])[CH:8]=2)[N:3]=1.[CH3:16][S:17]([O-:19])=[O:18].[Na+].[Na+].N1CCC[C@H]1C([O-])=O, predict the reaction product. The product is: [CH3:16][S:17]([C:2]1[CH:11]=[CH:10][C:9]2[C:4](=[CH:5][CH:6]=[C:7]([C:12]([O:14][CH3:15])=[O:13])[CH:8]=2)[N:3]=1)(=[O:19])=[O:18]. (9) Given the reactants [Br:1][C:2]1[CH:3]=[CH:4][C:5]([N:17]=[C:18]=S)=[C:6]([CH:16]=1)[CH2:7][O:8][Si](C(C)(C)C)(C)C.[CH3:20][O:21][C:22]1[C:27]2[CH:28]([NH2:31])[CH2:29][O:30][C:26]=2[CH:25]=[CH:24][CH:23]=1, predict the reaction product. The product is: [Br:1][C:2]1[CH:3]=[CH:4][C:5]2[N:17]=[C:18]([NH:31][CH:28]3[C:27]4[C:22]([O:21][CH3:20])=[CH:23][CH:24]=[CH:25][C:26]=4[O:30][CH2:29]3)[O:8][CH2:7][C:6]=2[CH:16]=1.